Task: Regression/Classification. Given a drug SMILES string, predict its absorption, distribution, metabolism, or excretion properties. Task type varies by dataset: regression for continuous measurements (e.g., permeability, clearance, half-life) or binary classification for categorical outcomes (e.g., BBB penetration, CYP inhibition). Dataset: cyp2d6_veith.. Dataset: CYP2D6 inhibition data for predicting drug metabolism from PubChem BioAssay (1) The molecule is COc1ccc(C(=O)N2CCC[C@@]3(CCN(c4ccncc4)C3)C2)cc1. The result is 0 (non-inhibitor). (2) The compound is COc1cccc(OCc2nnc(SCC(=O)NCc3ccco3)n2C)c1. The result is 0 (non-inhibitor). (3) The molecule is CCOC(=O)C1=C(N)n2c(s/c(=C\c3ccco3)c2=O)=C(C(=O)OCC)C1c1ccco1. The result is 0 (non-inhibitor). (4) The compound is Cc1ccc(N=Nc2ccc(N)cc2C)c(S(N)(=O)=O)c1. The result is 0 (non-inhibitor).